This data is from Forward reaction prediction with 1.9M reactions from USPTO patents (1976-2016). The task is: Predict the product of the given reaction. (1) Given the reactants [CH:1]1([CH2:6][C:7]([C:9]2[CH:14]=[C:13]([O:15][C:16]3[C:21]([CH3:22])=[CH:20][C:19]([N+:23]([O-:25])=[O:24])=[CH:18][C:17]=3[CH3:26])[CH:12]=[CH:11][C:10]=2[O:27][CH3:28])=O)[CH2:5][CH2:4][CH2:3][CH2:2]1.FC(F)(F)C(O)=O.C([SiH](CC)CC)C.O, predict the reaction product. The product is: [CH:1]1([CH2:6][CH2:7][C:9]2[CH:14]=[C:13]([O:15][C:16]3[C:17]([CH3:26])=[CH:18][C:19]([N+:23]([O-:25])=[O:24])=[CH:20][C:21]=3[CH3:22])[CH:12]=[CH:11][C:10]=2[O:27][CH3:28])[CH2:5][CH2:4][CH2:3][CH2:2]1. (2) Given the reactants [CH3:1][C:2]1[CH:10]=[CH:9][C:8]([C:11]([F:14])([F:13])[F:12])=[CH:7][C:3]=1[C:4]([OH:6])=[O:5].[N+:15]([O-])([OH:17])=[O:16], predict the reaction product. The product is: [CH3:1][C:2]1[C:10]([N+:15]([O-:17])=[O:16])=[CH:9][C:8]([C:11]([F:12])([F:13])[F:14])=[CH:7][C:3]=1[C:4]([OH:6])=[O:5].